From a dataset of Full USPTO retrosynthesis dataset with 1.9M reactions from patents (1976-2016). Predict the reactants needed to synthesize the given product. (1) Given the product [OH:1][C@H:2]([C:21]1[CH:22]=[CH:23][C:24]([O:27][CH3:28])=[CH:25][CH:26]=1)[C@H:3]([NH:10][C:11](=[O:20])[CH2:30][CH2:31][O:32][C:24]1[CH:25]=[CH:26][C:21]([CH3:2])=[CH:22][CH:23]=1)[CH2:4][N:5]1[CH2:6][CH2:7][CH2:8][CH2:9]1, predict the reactants needed to synthesize it. The reactants are: [OH:1][C@H:2]([C:21]1[CH:26]=[CH:25][C:24]([O:27][CH3:28])=[CH:23][CH:22]=1)[C@H:3]([NH:10][C:11](=[O:20])OCC1C=CC=CC=1)[CH2:4][N:5]1[CH2:9][CH2:8][CH2:7][CH2:6]1.Cl.[CH3:30][CH2:31][OH:32]. (2) Given the product [F:16][C:15]([F:18])([F:17])[C@@H:26]1[CH2:31][C@H:30]1[C:29]1[CH:28]=[CH:27][C:32]2[C:33](=[CH:34][CH:35]=[CH:36][CH:37]=2)[CH:52]=1, predict the reactants needed to synthesize it. The reactants are: C1C2C(=CC=CC=2)C=CC=1OS([C:15]([F:18])([F:17])[F:16])(=O)=O.C1(P(C2CCCCC2)[C:26]2[CH:31]=[CH:30][CH:29]=[CH:28][C:27]=2[C:32]2[C:37](OC(C)C)=[CH:36][CH:35]=[CH:34][C:33]=2OC(C)C)CCCCC1.[C:52]([O-])([O-])=O.[K+].[K+]. (3) Given the product [OH:18][C@@:19]([C@H:28]1[O:33][CH2:32][CH2:31][N:30]([C:34]2[CH:38]=[CH:37][N:36]([C:2]3[CH:7]=[N:6][C:5]([O:8][CH2:9][C:10]4[CH:15]=[CH:14][C:13]([O:16][CH3:17])=[CH:12][CH:11]=4)=[CH:4][CH:3]=3)[N:35]=2)[C:29]1=[O:39])([CH3:27])[C:20]([O:22][C:23]([CH3:25])([CH3:26])[CH3:24])=[O:21], predict the reactants needed to synthesize it. The reactants are: I[C:2]1[CH:3]=[CH:4][C:5]([O:8][CH2:9][C:10]2[CH:15]=[CH:14][C:13]([O:16][CH3:17])=[CH:12][CH:11]=2)=[N:6][CH:7]=1.[OH:18][C@@:19]([C@H:28]1[O:33][CH2:32][CH2:31][N:30]([C:34]2[CH:38]=[CH:37][NH:36][N:35]=2)[C:29]1=[O:39])([CH3:27])[C:20]([O:22][C:23]([CH3:26])([CH3:25])[CH3:24])=[O:21].BrC1C=CC(=O)N(C(F)F)C=1.NC1C=CNN=1. (4) Given the product [S:10](=[O:12])(=[O:11])([O:6][CH2:1][CH2:2][CH2:3][CH:4]=[CH2:5])[NH2:13], predict the reactants needed to synthesize it. The reactants are: [CH2:1]([OH:6])[CH2:2][CH2:3][CH:4]=[CH2:5].[H-].[Na+].Cl[S:10]([N:13]=C=O)(=[O:12])=[O:11].C(O)=O. (5) Given the product [C:1]1([C:17]2[CH:18]=[CH:19][CH:20]=[CH:21][CH:22]=2)[CH:6]=[CH:5][C:4]([NH:7][C:8]2[C:12]([C:13]([NH2:15])=[O:14])=[C:11]([N:16]=[CH:28][C:27]3[CH:30]=[CH:31][C:24]([OH:23])=[CH:25][CH:26]=3)[NH:10][N:9]=2)=[CH:3][CH:2]=1, predict the reactants needed to synthesize it. The reactants are: [C:1]1([C:17]2[CH:22]=[CH:21][CH:20]=[CH:19][CH:18]=2)[CH:6]=[CH:5][C:4]([NH:7][C:8]2[C:12]([C:13]([NH2:15])=[O:14])=[C:11]([NH2:16])[NH:10][N:9]=2)=[CH:3][CH:2]=1.[OH:23][C:24]1[CH:31]=[CH:30][C:27]([CH:28]=O)=[CH:26][CH:25]=1.